This data is from TCR-epitope binding with 47,182 pairs between 192 epitopes and 23,139 TCRs. The task is: Binary Classification. Given a T-cell receptor sequence (or CDR3 region) and an epitope sequence, predict whether binding occurs between them. (1) The epitope is AMFWSVPTV. The TCR CDR3 sequence is CASGPLWNYEQYF. Result: 0 (the TCR does not bind to the epitope). (2) The epitope is RLRAEAQVK. The TCR CDR3 sequence is CASKFTSSWSDTQYF. Result: 0 (the TCR does not bind to the epitope). (3) The epitope is TEILPVSMTK. The TCR CDR3 sequence is CASSPTGLAGIDEQFF. Result: 0 (the TCR does not bind to the epitope). (4) The epitope is LLFGYPVYV. The TCR CDR3 sequence is CASSPPPEAPSGAKNIQYF. Result: 1 (the TCR binds to the epitope).